This data is from Merck oncology drug combination screen with 23,052 pairs across 39 cell lines. The task is: Regression. Given two drug SMILES strings and cell line genomic features, predict the synergy score measuring deviation from expected non-interaction effect. Drug 1: COc1cc(C2c3cc4c(cc3C(OC3OC5COC(C)OC5C(O)C3O)C3COC(=O)C23)OCO4)cc(OC)c1O. Drug 2: Cn1cc(-c2cnn3c(N)c(Br)c(C4CCCNC4)nc23)cn1. Cell line: A2058. Synergy scores: synergy=57.7.